From a dataset of Reaction yield outcomes from USPTO patents with 853,638 reactions. Predict the reaction yield, written as a fraction of the theoretical maximum amount of product (1.0 means a 100% yield; for example, 0.34 means a 34% yield). (1) The reactants are [NH2:1][C:2]1[CH:3]=[C:4]([C:9]2[C:10]([CH3:30])=[N:11][C:12]3[C:17]([CH:18]=2)=[CH:16][N:15]=[C:14]([N:19]([CH2:21][C:22]2[CH:27]=[CH:26][C:25]([O:28][CH3:29])=[CH:24][CH:23]=2)[CH3:20])[CH:13]=3)[CH:5]=[CH:6][C:7]=1[F:8].C([O-])(O)=O.[Na+].Cl[C:37]([O:39][C:40]([CH3:42])=[CH2:41])=[O:38]. The catalyst is CCOC(C)=O. The product is [CH2:41]=[C:40]([O:39][C:37](=[O:38])[NH:1][C:2]1[CH:3]=[C:4]([C:9]2[C:10]([CH3:30])=[N:11][C:12]3[C:17]([CH:18]=2)=[CH:16][N:15]=[C:14]([N:19]([CH2:21][C:22]2[CH:23]=[CH:24][C:25]([O:28][CH3:29])=[CH:26][CH:27]=2)[CH3:20])[CH:13]=3)[CH:5]=[CH:6][C:7]=1[F:8])[CH3:42]. The yield is 0.990. (2) The reactants are Br[C:2]1[S:3][CH:4]=[CH:5][N:6]=1.[Br:7][C:8]1[CH:9]=[C:10]2[C:14](=[CH:15][CH:16]=1)[NH:13][CH:12]=[CH:11]2.C(=O)([O-])[O-].[Cs+].[Cs+]. The catalyst is CN(C=O)C. The product is [Br:7][C:8]1[CH:9]=[C:10]2[C:14](=[CH:15][CH:16]=1)[N:13]([C:2]1[S:3][CH:4]=[CH:5][N:6]=1)[CH:12]=[CH:11]2. The yield is 0.527. (3) The reactants are Cl[C:2]1[N:7]2[N:8]=[C:9]([CH3:11])[CH:10]=[C:6]2[N:5]=[C:4]([NH:12][C:13]([CH:15]2[CH2:17][CH:16]2[C:18]2[CH:23]=[CH:22][C:21]([F:24])=[CH:20][CH:19]=2)=[O:14])[CH:3]=1.Cl.[NH:26]1[CH2:31][CH2:30][CH:29]([NH:32][C:33]([NH2:35])=[O:34])[CH2:28][CH2:27]1. The catalyst is CN1C(=O)CCC1.CS(C)=O.CO. The product is [F:24][C:21]1[CH:22]=[CH:23][C:18]([CH:16]2[CH2:17][CH:15]2[C:13]([NH:12][C:4]2[CH:3]=[C:2]([N:26]3[CH2:31][CH2:30][CH:29]([NH:32][C:33]([NH2:35])=[O:34])[CH2:28][CH2:27]3)[N:7]3[N:8]=[C:9]([CH3:11])[CH:10]=[C:6]3[N:5]=2)=[O:14])=[CH:19][CH:20]=1. The yield is 0.430. (4) The reactants are [F:1][C:2]1[CH:3]=[C:4]([CH:14]=[CH:15][CH:16]=1)[CH2:5][O:6][C:7]1[CH:12]=[CH:11][C:10](I)=[CH:9][CH:8]=1.C(=O)([O-])[O-].[K+].[K+].[C:23]([O:28][CH3:29])(=[O:27])[C:24]([CH3:26])=[CH2:25].ClCCl. The catalyst is [Br-].C([N+](CCCC)(CCCC)CCCC)CCC.CN(C)C=O.C([O-])(=O)C.[Pd+2].C([O-])(=O)C. The product is [CH3:29][O:28][C:23](=[O:27])[C:24]([CH3:26])=[CH:25][C:10]1[CH:11]=[CH:12][C:7]([O:6][CH2:5][C:4]2[CH:14]=[CH:15][CH:16]=[C:2]([F:1])[CH:3]=2)=[CH:8][CH:9]=1. The yield is 0.420. (5) The reactants are [Na].CO.Cl.[OH:5][CH:6]1[O:14][C@H:13]([CH2:15][OH:16])[C@@H:11]([OH:12])[C@H:9]([OH:10])[C@H:7]1[NH2:8].[C:17](OC(=O)C)(=[O:19])[CH3:18]. The catalyst is CCOCC. The product is [C:17]([NH:8][C@@H:7]1[C@@H:9]([OH:10])[C@H:11]([OH:12])[C@@H:13]([CH2:15][OH:16])[O:14][CH:6]1[OH:5])(=[O:19])[CH3:18]. The yield is 0.860. (6) The reactants are [CH3:1][C:2]1([CH3:9])[C@@H:7]([OH:8])[C:5](=[O:6])[O:4][CH2:3]1.[NH2:10][CH2:11][CH2:12][CH2:13][OH:14].CCN(CC)CC. The catalyst is CCO. The product is [OH:8][C@H:7]([C:2]([CH3:9])([CH3:1])[CH2:3][OH:4])[C:5]([NH:10][CH2:11][CH2:12][CH2:13][OH:14])=[O:6]. The yield is 0.950. (7) The product is [CH2:21]([C:17]1[CH:16]=[C:15]2[C:20](=[CH:19][CH:18]=1)[N:12]([S:9]([C:3]1[CH:8]=[CH:7][CH:6]=[CH:5][CH:4]=1)(=[O:11])=[O:10])[CH2:13][CH2:14]2)[CH3:22]. The yield is 0.470. The reactants are [BH4-].[Na+].[C:3]1([S:9]([N:12]2[C:20]3[C:15](=[CH:16][C:17]([C:21](=O)[CH3:22])=[CH:18][CH:19]=3)[CH2:14][CH2:13]2)(=[O:11])=[O:10])[CH:8]=[CH:7][CH:6]=[CH:5][CH:4]=1.O.[OH-].[Na+]. The catalyst is C(O)(C(F)(F)F)=O. (8) The reactants are I[C:2]1[CH:3]=[CH:4][C:5]2[N:6]([CH:8]=[C:9]([NH:11][C:12]([CH:14]3[CH2:16][CH2:15]3)=[O:13])[N:10]=2)[N:7]=1.[OH:17][C:18]1[CH:19]=[CH:20][C:21]([CH3:34])=[C:22]([NH:24][C:25]([C:27]2[CH:31]([CH3:32])[CH2:30][N:29]([CH3:33])[N:28]=2)=[O:26])[CH:23]=1.C(=O)([O-])[O-].[Cs+].[Cs+].CS(C)=O. The catalyst is O.C(OCC)(=O)C.O1CCCC1. The product is [CH:14]1([C:12]([NH:11][C:9]2[N:10]=[C:5]3[CH:4]=[CH:3][C:2]([O:17][C:18]4[CH:19]=[CH:20][C:21]([CH3:34])=[C:22]([NH:24][C:25]([C:27]5[CH:31]([CH3:32])[CH2:30][N:29]([CH3:33])[N:28]=5)=[O:26])[CH:23]=4)=[N:7][N:6]3[CH:8]=2)=[O:13])[CH2:16][CH2:15]1. The yield is 0.730. (9) The reactants are Br[C:2]1[CH:18]=[C:17]2[C:5]([CH2:6][C:7]3([C:10]42[N:14]=[C:13]([NH2:15])[C:12]([CH3:16])=[N:11]4)[CH2:9][CH2:8]3)=[CH:4][CH:3]=1.[Cl:19][C:20]1[CH:21]=[C:22]([CH:25]=[C:26](B2OC(C)(C)C(C)(C)O2)[CH:27]=1)[C:23]#[N:24].C([O-])([O-])=O.[K+].[K+]. The product is [NH2:15][C:13]1[C:12]([CH3:16])=[N:11][C:10]2([C:17]3[C:5](=[CH:4][CH:3]=[C:2]([C:26]4[CH:25]=[C:22]([CH:21]=[C:20]([Cl:19])[CH:27]=4)[C:23]#[N:24])[CH:18]=3)[CH2:6][C:7]32[CH2:9][CH2:8]3)[N:14]=1. The yield is 0.0800. The catalyst is C1C=CC(P(C2C=CC=CC=2)[C-]2C=CC=C2)=CC=1.C1C=CC(P(C2C=CC=CC=2)[C-]2C=CC=C2)=CC=1.Cl[Pd]Cl.[Fe+2].C1COCC1. (10) The reactants are [Cl:1][C:2]1[N:7]=[C:6]([NH2:8])[C:5]([O:9][CH2:10][CH3:11])=[N:4][CH:3]=1.[H-].[Na+].Br[CH2:15][CH2:16][O:17][CH2:18][CH2:19]Br.O. The catalyst is CN(C=O)C. The product is [Cl:1][C:2]1[N:7]=[C:6]([N:8]2[CH2:19][CH2:18][O:17][CH2:16][CH2:15]2)[C:5]([O:9][CH2:10][CH3:11])=[N:4][CH:3]=1. The yield is 0.434.